Dataset: Full USPTO retrosynthesis dataset with 1.9M reactions from patents (1976-2016). Task: Predict the reactants needed to synthesize the given product. (1) Given the product [CH2:11]([O:10][C:8]([C:3]1[CH2:4][CH2:5][CH2:6][CH:7]([Br:13])[C:2]=1[OH:1])=[O:9])[CH3:12], predict the reactants needed to synthesize it. The reactants are: [O:1]=[C:2]1[CH2:7][CH2:6][CH2:5][CH2:4][CH:3]1[C:8]([O:10][CH2:11][CH3:12])=[O:9].[Br:13]Br. (2) Given the product [NH2:8][CH:9]1[C:15]2([CH2:16][CH2:17][O:18][CH2:19][CH2:20]2)[O:14][C:13]2[C:21]([F:26])=[C:22]([F:25])[CH:23]=[CH:24][C:12]=2[NH:11][C:10]1=[O:27], predict the reactants needed to synthesize it. The reactants are: C([N:8](CC1C=CC=CC=1)[CH:9]1[C:15]2([CH2:20][CH2:19][O:18][CH2:17][CH2:16]2)[O:14][C:13]2[C:21]([F:26])=[C:22]([F:25])[CH:23]=[CH:24][C:12]=2[NH:11][C:10]1=[O:27])C1C=CC=CC=1. (3) The reactants are: [OH:1][C:2]1[CH:11]=[CH:10][CH:9]=[C:8]2[C:3]=1[CH2:4][CH2:5][C@H:6]([CH3:15])[N:7]2[C:12](=[O:14])[CH3:13].[Br:16]N1C(=O)CCC1=O. Given the product [Br:16][C:11]1[C:2]([OH:1])=[C:3]2[C:8](=[CH:9][CH:10]=1)[N:7]([C:12](=[O:14])[CH3:13])[C@@H:6]([CH3:15])[CH2:5][CH2:4]2, predict the reactants needed to synthesize it. (4) The reactants are: Cl[C:2]1[N:3]=[C:4]([N:28]([CH2:30][C:31]2[CH:36]=[CH:35][C:34]([Cl:37])=[CH:33][CH:32]=2)[CH3:29])[S:5][C:6]=1[CH:7]([C:9]1[C:17]2[C:12](=[N:13][CH:14]=[CH:15][CH:16]=2)[N:11]([Si](C(C)C)(C(C)C)C(C)C)[CH:10]=1)[OH:8].C([SiH](CC)CC)C.FC(F)(F)C(O)=O. Given the product [Cl:37][C:34]1[CH:35]=[CH:36][C:31]([CH2:30][N:28]([CH3:29])[C:4]2[S:5][C:6]([C:7]([C:9]3[C:17]4[C:12](=[N:13][CH:14]=[CH:15][CH:16]=4)[NH:11][CH:10]=3)=[O:8])=[CH:2][N:3]=2)=[CH:32][CH:33]=1, predict the reactants needed to synthesize it.